This data is from Catalyst prediction with 721,799 reactions and 888 catalyst types from USPTO. The task is: Predict which catalyst facilitates the given reaction. Reactant: [CH2:1]([N:8]1[CH2:14][C:13]2[CH:15]=[C:16]([O:22][CH3:23])[C:17]([N+:19]([O-])=O)=[CH:18][C:12]=2[NH:11][C:10](=[O:24])[CH2:9]1)[C:2]1[CH:7]=[CH:6][CH:5]=[CH:4][CH:3]=1. Product: [NH2:19][C:17]1[C:16]([O:22][CH3:23])=[CH:15][C:13]2[CH2:14][N:8]([CH2:1][C:2]3[CH:7]=[CH:6][CH:5]=[CH:4][CH:3]=3)[CH2:9][C:10](=[O:24])[NH:11][C:12]=2[CH:18]=1. The catalyst class is: 94.